From a dataset of Forward reaction prediction with 1.9M reactions from USPTO patents (1976-2016). Predict the product of the given reaction. (1) The product is: [CH:3]1[C:4]2[C:9](=[CH:8][CH:7]=[CH:6][CH:5]=2)[CH:10]=[CH:11][C:2]=1[C:21]1[CH2:22][CH2:23][C:19](=[O:18])[CH:20]=1. Given the reactants Br[C:2]1[CH:11]=[CH:10][C:9]2[C:4](=[CH:5][CH:6]=[CH:7][CH:8]=2)[CH:3]=1.C([Li])CCC.C[O:18][C:19]1[CH2:23][CH2:22][C:21](=O)[CH:20]=1, predict the reaction product. (2) Given the reactants [N+:1]([C:4]1[CH:5]=[N:6][C:7]([N:10]2[CH:16]3[CH2:17][CH2:18][N:13]([CH2:14][CH2:15]3)[CH2:12][CH2:11]2)=[N:8][CH:9]=1)([O-])=O.CO.N12CCC(CC1)N(C1N=CC(N)=CN=1)CC2.[F:37][C:38]1[CH:46]=[CH:45][CH:44]=[CH:43][C:39]=1[C:40]([Cl:42])=[O:41], predict the reaction product. The product is: [ClH:42].[N:13]12[CH2:18][CH2:17][CH:16]([CH2:15][CH2:14]1)[N:10]([C:7]1[N:6]=[CH:5][C:4]([NH:1][C:40](=[O:41])[C:39]3[CH:43]=[CH:44][CH:45]=[CH:46][C:38]=3[F:37])=[CH:9][N:8]=1)[CH2:11][CH2:12]2. (3) Given the reactants [C:1]([NH:5][C:6]1[C:15]2[C:14](=[O:16])[N:13]([CH2:17][CH2:18][OH:19])[CH:12]=[N:11][C:10]=2[CH:9]=[C:8](Cl)[N:7]=1)([CH3:4])([CH3:3])[CH3:2].C1CCC(P(C2C(C3C=CC=CC=3)=CC=CC=2)C2CCCCC2)CC1.[Li+].C[Si]([N-:51][Si](C)(C)C)(C)C.[NH4+].[Cl-], predict the reaction product. The product is: [NH2:51][C:8]1[N:7]=[C:6]([NH:5][C:1]([CH3:4])([CH3:3])[CH3:2])[C:15]2[C:14](=[O:16])[N:13]([CH2:17][CH2:18][OH:19])[CH:12]=[N:11][C:10]=2[CH:9]=1. (4) Given the reactants C(OC(=O)[NH:7][CH2:8][C:9]#[C:10][C:11]1[CH:12]=[C:13]2[C:18](=[CH:19][CH:20]=1)[N:17]=[CH:16][N:15]=[C:14]2[NH:21][C:22]1[CH:27]=[CH:26][C:25]([O:28][C:29]2[CH:30]=[N:31][C:32]([CH3:35])=[CH:33][CH:34]=2)=[C:24]([CH3:36])[CH:23]=1)(C)(C)C.C(O)(C(F)(F)F)=O, predict the reaction product. The product is: [NH2:7][CH2:8][C:9]#[C:10][C:11]1[CH:12]=[C:13]2[C:18](=[CH:19][CH:20]=1)[N:17]=[CH:16][N:15]=[C:14]2[NH:21][C:22]1[CH:27]=[CH:26][C:25]([O:28][C:29]2[CH:30]=[N:31][C:32]([CH3:35])=[CH:33][CH:34]=2)=[C:24]([CH3:36])[CH:23]=1. (5) Given the reactants [CH3:1][C:2]1[NH:3][C:4]([C:8]2[CH:9]=[C:10]([CH:14]=[CH:15][C:16]=2[CH3:17])[C:11]([OH:13])=[O:12])=[C:5]([CH3:7])[N:6]=1.IC1NC(C2(C)[CH2:29][CH2:28][N:27]([C:30]([O:32][C:33]([CH3:36])([CH3:35])[CH3:34])=[O:31])[CH2:26][CH2:25]2)=NC=1C.I[C:40]1NC(C)=NC=1C, predict the reaction product. The product is: [C:33]([O:32][C:30]([N:27]1[CH2:28][CH2:29][C:1]([C:2]2[NH:3][C:4]([C:8]3[CH:9]=[C:10]([CH:14]=[CH:15][C:16]=3[CH3:17])[C:11]([OH:13])=[O:12])=[C:5]([CH3:7])[N:6]=2)([CH3:40])[CH2:25][CH2:26]1)=[O:31])([CH3:36])([CH3:35])[CH3:34]. (6) Given the reactants [CH:1]1([N:6]2[C:14](=O)[C:13]3[C:8](=[CH:9][CH:10]=[C:11]([OH:16])[CH:12]=3)[C:7]2=[O:17])[CH2:5][CH2:4][CH2:3][CH2:2]1, predict the reaction product. The product is: [CH:1]1([N:6]2[CH2:14][C:13]3[C:8](=[CH:9][CH:10]=[C:11]([OH:16])[CH:12]=3)[C:7]2=[O:17])[CH2:2][CH2:3][CH2:4][CH2:5]1. (7) Given the reactants [F:1][C:2]([F:16])([F:15])[CH:3]([NH2:14])[CH2:4][C:5]1[C:13]2[C:8](=[CH:9][CH:10]=[CH:11][CH:12]=2)[NH:7][CH:6]=1.[CH3:17][O:18][C:19]1[CH:24]=[CH:23][C:22](C)=[CH:21][C:20]=1[S:26](Cl)(=[O:28])=[O:27].N1C=CC=C[CH:31]=1, predict the reaction product. The product is: [CH3:17][O:18][C:19]1[CH:24]=[C:23]([CH3:31])[CH:22]=[CH:21][C:20]=1[S:26]([NH:14][CH:3]([CH2:4][C:5]1[C:13]2[C:8](=[CH:9][CH:10]=[CH:11][CH:12]=2)[NH:7][CH:6]=1)[C:2]([F:1])([F:15])[F:16])(=[O:27])=[O:28]. (8) Given the reactants Br[CH2:2][C:3](=O)[C:4]([O:6][CH2:7][CH3:8])=[O:5].[N:10]1([C:15]2[N:20]=[C:19]([CH:21]3[CH:25]([C:26](=[S:28])[NH2:27])[CH2:24][CH2:23][N:22]3[C:29]([O:31][C:32]([CH3:35])([CH3:34])[CH3:33])=[O:30])[CH:18]=[C:17]([CH3:36])[N:16]=2)[CH:14]=[CH:13][N:12]=[CH:11]1.C(=O)(O)[O-].[Na+], predict the reaction product. The product is: [CH2:7]([O:6][C:4]([C:3]1[N:27]=[C:26]([CH:25]2[CH2:24][CH2:23][N:22]([C:29]([O:31][C:32]([CH3:35])([CH3:34])[CH3:33])=[O:30])[CH:21]2[C:19]2[CH:18]=[C:17]([CH3:36])[N:16]=[C:15]([N:10]3[CH:14]=[CH:13][N:12]=[CH:11]3)[N:20]=2)[S:28][CH:2]=1)=[O:5])[CH3:8]. (9) Given the reactants C(O)(=O)C(O)=O.[NH:7]1[CH:16]2[CH:11]([C:12](=[O:17])[CH2:13][CH2:14][CH2:15]2)[CH2:10][CH2:9][CH2:8]1.C1(C)C=CC=CC=1.C(=O)([O-])[O-].[K+].[K+].Cl[C:32]([O:34][CH2:35][CH3:36])=[O:33], predict the reaction product. The product is: [CH2:35]([O:34][C:32]([N:7]1[CH:16]2[CH:11]([C:12](=[O:17])[CH2:13][CH2:14][CH2:15]2)[CH2:10][CH2:9][CH2:8]1)=[O:33])[CH3:36]. (10) Given the reactants [N:1]1[CH:6]=[CH:5][N:4]=[CH:3][C:2]=1[N:7]1[C:15]2[CH:14]=[CH:13][N:12]=[CH:11][C:10]=2[N:9]=[N:8]1.[Cl:16][C:17]1[C:25]([C:26]([F:29])([F:28])[F:27])=[CH:24][CH:23]=[CH:22][C:18]=1[C:19](Cl)=[O:20].CCOC(C1CC(C(OCC)=O)=C(C)NC=1C)=O, predict the reaction product. The product is: [Cl:16][C:17]1[C:25]([C:26]([F:28])([F:29])[F:27])=[CH:24][CH:23]=[CH:22][C:18]=1[C:19]([N:12]1[CH:13]=[CH:14][C:15]2[N:7]([C:2]3[CH:3]=[N:4][CH:5]=[CH:6][N:1]=3)[N:8]=[N:9][C:10]=2[CH2:11]1)=[O:20].